This data is from NCI-60 drug combinations with 297,098 pairs across 59 cell lines. The task is: Regression. Given two drug SMILES strings and cell line genomic features, predict the synergy score measuring deviation from expected non-interaction effect. (1) Drug 1: C1=CC=C(C=C1)NC(=O)CCCCCCC(=O)NO. Drug 2: CCC1(C2=C(COC1=O)C(=O)N3CC4=CC5=C(C=CC(=C5CN(C)C)O)N=C4C3=C2)O.Cl. Cell line: SR. Synergy scores: CSS=84.0, Synergy_ZIP=0.226, Synergy_Bliss=0.701, Synergy_Loewe=0.608, Synergy_HSA=3.54. (2) Drug 1: C1=C(C(=O)NC(=O)N1)F. Drug 2: COCCOC1=C(C=C2C(=C1)C(=NC=N2)NC3=CC=CC(=C3)C#C)OCCOC.Cl. Cell line: NCIH23. Synergy scores: CSS=39.7, Synergy_ZIP=-4.45, Synergy_Bliss=-9.26, Synergy_Loewe=-9.23, Synergy_HSA=-8.25. (3) Drug 1: CC1=CC=C(C=C1)C2=CC(=NN2C3=CC=C(C=C3)S(=O)(=O)N)C(F)(F)F. Drug 2: CN1C(=O)N2C=NC(=C2N=N1)C(=O)N. Cell line: KM12. Synergy scores: CSS=9.46, Synergy_ZIP=-10.3, Synergy_Bliss=-15.8, Synergy_Loewe=-8.70, Synergy_HSA=-7.82. (4) Drug 1: CN(C)N=NC1=C(NC=N1)C(=O)N. Drug 2: CC1CCCC2(C(O2)CC(NC(=O)CC(C(C(=O)C(C1O)C)(C)C)O)C(=CC3=CSC(=N3)C)C)C. Cell line: OVCAR-4. Synergy scores: CSS=-5.64, Synergy_ZIP=0.265, Synergy_Bliss=-4.10, Synergy_Loewe=-5.09, Synergy_HSA=-4.71. (5) Drug 1: C1CCC(C1)C(CC#N)N2C=C(C=N2)C3=C4C=CNC4=NC=N3. Synergy scores: CSS=4.11, Synergy_ZIP=-2.60, Synergy_Bliss=-2.85, Synergy_Loewe=-4.42, Synergy_HSA=-4.32. Cell line: NCI-H226. Drug 2: C1C(C(OC1N2C=NC3=C(N=C(N=C32)Cl)N)CO)O. (6) Drug 1: CS(=O)(=O)CCNCC1=CC=C(O1)C2=CC3=C(C=C2)N=CN=C3NC4=CC(=C(C=C4)OCC5=CC(=CC=C5)F)Cl. Drug 2: C1=NNC2=C1C(=O)NC=N2. Cell line: SF-539. Synergy scores: CSS=-1.47, Synergy_ZIP=1.65, Synergy_Bliss=3.02, Synergy_Loewe=-0.667, Synergy_HSA=-0.950. (7) Drug 1: C1=CC(=CC=C1CCCC(=O)O)N(CCCl)CCCl. Drug 2: CCC(=C(C1=CC=CC=C1)C2=CC=C(C=C2)OCCN(C)C)C3=CC=CC=C3.C(C(=O)O)C(CC(=O)O)(C(=O)O)O. Cell line: M14. Synergy scores: CSS=15.0, Synergy_ZIP=-6.85, Synergy_Bliss=0.816, Synergy_Loewe=-1.05, Synergy_HSA=-0.572.